From a dataset of Reaction yield outcomes from USPTO patents with 853,638 reactions. Predict the reaction yield, written as a fraction of the theoretical maximum amount of product (1.0 means a 100% yield; for example, 0.34 means a 34% yield). (1) The reactants are [CH3:1][O:2][C:3]1[C:4]([O:30][CH3:31])=[CH:5][C:6]2[C:15]3[C:10](=[C:11]4[CH:19]=[C:18]5[O:20][CH2:21][O:22][C:17]5=[CH:16][C:12]4=[N:13][CH:14]=3)[N:9]([CH2:23][CH2:24][N:25]([CH3:27])[CH3:26])[C:8](=O)[C:7]=2[CH:29]=1.[H-].[H-].[H-].[H-].[Li+].[Al+3]. The catalyst is C1COCC1. The product is [CH3:1][O:2][C:3]1[C:4]([O:30][CH3:31])=[CH:5][C:6]2[C:15]3[C:10](=[C:11]4[CH:19]=[C:18]5[O:20][CH2:21][O:22][C:17]5=[CH:16][C:12]4=[N:13][CH:14]=3)[N:9]([CH2:23][CH2:24][N:25]([CH3:26])[CH3:27])[CH2:8][C:7]=2[CH:29]=1. The yield is 0.850. (2) The reactants are [CH3:1][N:2]([CH3:27])[C:3]([O:5][C:6]1[CH:7]=[C:8]2[C:13](=[CH:14][CH:15]=1)[C@@H:12]([CH2:16][CH2:17][O:18][C:19]1[CH:24]=[CH:23][C:22]([Cl:25])=[C:21]([CH3:26])[CH:20]=1)[NH:11][CH2:10][CH2:9]2)=[O:4].FC(F)(F)C(N)=O.C(=O)([O-])[O-].[K+].[K+].C(=O)([O-])O.[Na+]. The catalyst is CO. The product is [CH3:27][N:2]([CH3:1])[C:3](=[O:4])[O:5][C:6]1[CH:7]=[C:8]2[C:13](=[CH:14][CH:15]=1)[C@@H:12]([CH2:16][CH2:17][O:18][C:19]1[CH:24]=[CH:23][C:22]([Cl:25])=[C:21]([CH3:26])[CH:20]=1)[NH:11][CH2:10][CH2:9]2. The yield is 0.730. (3) The reactants are O[CH2:2][C:3]1[CH:12]=[N:11][C:10]2[N:9]3[CH2:13][CH2:14][CH2:15][CH2:16][CH:8]3[C:7](=[O:17])[NH:6][C:5]=2[CH:4]=1.[I-].C(C[P+](C)(C)C)#N.C(N(C(C)C)C(C)C)C.Cl.[Cl:36][C:37]1[CH:42]=[CH:41][C:40]([CH:43]2[CH2:48][CH2:47][NH:46][CH2:45][CH2:44]2)=[CH:39][CH:38]=1. The catalyst is C(#N)CC. The product is [Cl:36][C:37]1[CH:42]=[CH:41][C:40]([CH:43]2[CH2:44][CH2:45][N:46]([CH2:2][C:3]3[CH:12]=[N:11][C:10]4[N:9]5[CH2:13][CH2:14][CH2:15][CH2:16][CH:8]5[C:7](=[O:17])[NH:6][C:5]=4[CH:4]=3)[CH2:47][CH2:48]2)=[CH:39][CH:38]=1. The yield is 0.320. (4) The reactants are [C:1]([O:5][C:6](=[O:20])[C@@H:7]([NH:12][C:13]([O:15][C:16]([CH3:19])([CH3:18])[CH3:17])=[O:14])[CH2:8][CH2:9][CH2:10][NH2:11])([CH3:4])([CH3:3])[CH3:2].[N:21]1[C:30]2[C:29](=O)[CH2:28][CH2:27][CH2:26][C:25]=2[CH:24]=[CH:23][CH:22]=1.[BH4-].[Na+]. The catalyst is CO. The product is [C:1]([O:5][C:6](=[O:20])[C@@H:7]([NH:12][C:13]([O:15][C:16]([CH3:19])([CH3:18])[CH3:17])=[O:14])[CH2:8][CH2:9][CH2:10][NH:11][CH:29]1[C:30]2[N:21]=[CH:22][CH:23]=[CH:24][C:25]=2[CH2:26][CH2:27][CH2:28]1)([CH3:4])([CH3:3])[CH3:2]. The yield is 0.540.